This data is from Reaction yield outcomes from USPTO patents with 853,638 reactions. The task is: Predict the reaction yield, written as a fraction of the theoretical maximum amount of product (1.0 means a 100% yield; for example, 0.34 means a 34% yield). The reactants are [CH3:1][O:2][C:3]1[CH:8]=[CH:7][C:6]([NH:9][C:10]2[N:15]=[C:14](Cl)[N:13]=[C:12]([Cl:17])[N:11]=2)=[CH:5][CH:4]=1.[NH2:18][C:19]1[CH:24]=[CH:23][CH:22]=[CH:21][CH:20]=1.C(N(C(C)C)CC)(C)C. The catalyst is C(#N)C. The product is [Cl:17][C:12]1[N:11]=[C:10]([NH:9][C:6]2[CH:5]=[CH:4][C:3]([O:2][CH3:1])=[CH:8][CH:7]=2)[N:15]=[C:14]([NH:18][C:19]2[CH:24]=[CH:23][CH:22]=[CH:21][CH:20]=2)[N:13]=1. The yield is 0.570.